Dataset: Catalyst prediction with 721,799 reactions and 888 catalyst types from USPTO. Task: Predict which catalyst facilitates the given reaction. (1) Reactant: [Cl:1][C:2]1[CH:7]=[CH:6][C:5]([C:8]2[N:12]([C:13]3[CH:18]=[CH:17][C:16]([Cl:19])=[CH:15][C:14]=3[Cl:20])[N:11]=[C:10]([C:21]([OH:23])=O)[C:9]=2[CH3:24])=[CH:4][CH:3]=1.S(Cl)([Cl:27])=O. Product: [Cl:1][C:2]1[CH:3]=[CH:4][C:5]([C:8]2[N:12]([C:13]3[CH:18]=[CH:17][C:16]([Cl:19])=[CH:15][C:14]=3[Cl:20])[N:11]=[C:10]([C:21]([Cl:27])=[O:23])[C:9]=2[CH3:24])=[CH:6][CH:7]=1. The catalyst class is: 11. (2) Reactant: [Cl:1][C:2]1[CH:7]=[C:6]([C:8]([NH:10][C:11]([NH:13][C:14]2[CH:19]=[CH:18][C:17]([F:20])=[C:16]([F:21])[CH:15]=2)=[S:12])=[O:9])[CH:5]=[C:4]([CH3:22])[N:3]=1.[H-].[Na+].[CH3:25]I. Product: [Cl:1][C:2]1[CH:7]=[C:6]([C:8]([NH:10][C:11](=[N:13][C:14]2[CH:19]=[CH:18][C:17]([F:20])=[C:16]([F:21])[CH:15]=2)[S:12][CH3:25])=[O:9])[CH:5]=[C:4]([CH3:22])[N:3]=1. The catalyst class is: 1. (3) Reactant: [Br:1][C:2]1[CH:3]=[C:4]2[C:8](=[CH:9][CH:10]=1)[N:7]([CH:11]([CH2:15][CH:16]1[CH2:20][CH2:19][CH2:18][CH2:17]1)[C:12](O)=[O:13])[C:6](=[O:21])[C:5]2=[O:22].[N:23]1[CH:28]=[CH:27][CH:26]=[CH:25][C:24]=1[NH2:29].C(N(CC)C(C)C)(C)C.F[P-](F)(F)(F)(F)F.N1(O[P+](N(C)C)(N(C)C)N(C)C)C2C=CC=CC=2N=N1. Product: [Br:1][C:2]1[CH:3]=[C:4]2[C:8](=[CH:9][CH:10]=1)[N:7]([CH:11]([CH2:15][CH:16]1[CH2:17][CH2:18][CH2:19][CH2:20]1)[C:12]([NH:29][C:24]1[CH:25]=[CH:26][CH:27]=[CH:28][N:23]=1)=[O:13])[C:6](=[O:21])[C:5]2=[O:22]. The catalyst class is: 42. (4) Reactant: [C:1]([O:5][C:6]([NH:8][C@H:9]1[CH2:14][C@@H:13]([CH2:15]O)[CH2:12][N:11]([C:17]([O:19][CH2:20][C:21]2[CH:26]=[CH:25][CH:24]=[CH:23][CH:22]=2)=[O:18])[CH2:10]1)=[O:7])([CH3:4])([CH3:3])[CH3:2].[F:27]C(F)(S(F)(=O)=O)C(F)(F)C(F)(F)C(F)(F)F.C(N(CC)CC)C. Product: [C:1]([O:5][C:6]([NH:8][C@H:9]1[CH2:14][C@@H:13]([CH2:15][F:27])[CH2:12][N:11]([C:17]([O:19][CH2:20][C:21]2[CH:26]=[CH:25][CH:24]=[CH:23][CH:22]=2)=[O:18])[CH2:10]1)=[O:7])([CH3:4])([CH3:3])[CH3:2]. The catalyst class is: 7. (5) Reactant: [CH3:1][N:2]([CH3:15])[C:3]1[CH:10]=[C:9]([C:11]([F:14])([F:13])[F:12])[CH:8]=[CH:7]C=1C#N.[OH-:16].[Na+].[Cl-].[Na+].Cl.[CH2:21]([OH:24])[CH2:22]O. Product: [CH3:1][N:2]([CH3:15])[C:3]1[CH:10]=[C:9]([C:11]([F:14])([F:13])[F:12])[CH:8]=[CH:7][C:22]=1[C:21]([OH:24])=[O:16]. The catalyst class is: 6. (6) Reactant: Cl[C:2]1[N:3]=[N:4][CH:5]=[C:6]([N:12]2[CH2:17][CH2:16][CH:15]([C:18]3[CH:23]=[CH:22][CH:21]=[CH:20][CH:19]=3)[CH2:14][CH2:13]2)[C:7]=1[C:8]([F:11])([F:10])[F:9].C(=O)([O-])[O-].[K+].[K+].[NH2:30][NH2:31]. Product: [NH:30]([C:2]1[N:3]=[N:4][CH:5]=[C:6]([N:12]2[CH2:13][CH2:14][CH:15]([C:18]3[CH:19]=[CH:20][CH:21]=[CH:22][CH:23]=3)[CH2:16][CH2:17]2)[C:7]=1[C:8]([F:9])([F:11])[F:10])[NH2:31]. The catalyst class is: 38. (7) Reactant: B.C1COCC1.B1(C)OC(C2C=CC=CC=2)(C2C=CC=CC=2)[C@H]2N1CCC2.Br.[Br:29][CH2:30][C:31]([C:33]1[CH:34]=[N:35][CH:36]=[CH:37][CH:38]=1)=[O:32]. Product: [Br:29][CH2:30][C@@H:31]([C:33]1[CH:34]=[N:35][CH:36]=[CH:37][CH:38]=1)[OH:32]. The catalyst class is: 7. (8) Reactant: [NH2:1][C:2]1[C:11]([N:12]2[CH2:17][CH2:16][O:15][CH2:14][CH2:13]2)=[CH:10][C:9]2[C:4](=[CH:5][CH:6]=[C:7]([C:18]3[C:27]([CH2:28][CH2:29][C:30]([CH3:33])([CH3:32])[CH3:31])=[CH:26][CH:25]=[CH:24][C:19]=3[C:20]([O:22]C)=[O:21])[CH:8]=2)[N:3]=1.[OH-].[Na+].[ClH:36]. Product: [ClH:36].[NH2:1][C:2]1[C:11]([N:12]2[CH2:13][CH2:14][O:15][CH2:16][CH2:17]2)=[CH:10][C:9]2[C:4](=[CH:5][CH:6]=[C:7]([C:18]3[C:27]([CH2:28][CH2:29][C:30]([CH3:33])([CH3:32])[CH3:31])=[CH:26][CH:25]=[CH:24][C:19]=3[C:20]([OH:22])=[O:21])[CH:8]=2)[N:3]=1. The catalyst class is: 5.